Task: Binary Classification. Given a drug SMILES string, predict its activity (active/inactive) in a high-throughput screening assay against a specified biological target.. Dataset: Cav3 T-type calcium channel HTS with 100,875 compounds The result is 0 (inactive). The compound is O1CCN(CCCNc2ncnc3c2cc(cc3)C)CC1.